Predict the product of the given reaction. From a dataset of Forward reaction prediction with 1.9M reactions from USPTO patents (1976-2016). (1) The product is: [Cl:1][C:2]1[CH:7]=[CH:6][C:5]([NH:8][C:11](=[O:12])[C:10](=[O:9])[CH3:14])=[CH:4][CH:3]=1. Given the reactants [Cl:1][C:2]1[CH:7]=[CH:6][C:5]([NH2:8])=[CH:4][CH:3]=1.[O:9]=[C:10]([CH3:14])[C:11](Cl)=[O:12].Cl, predict the reaction product. (2) Given the reactants [C:1]1([CH2:7][S:8]([C:11]2[CH:12]=[C:13]3[C:17](=[CH:18][CH:19]=2)[NH:16][C:15](=[O:20])[CH2:14]3)(=[O:10])=[O:9])[CH:6]=[CH:5][CH:4]=[CH:3][CH:2]=1.[CH:21]([C:23]1[NH:24][C:25]([CH3:43])=[C:26]([S:33]([C:36]2[CH:41]=[CH:40][C:39]([CH3:42])=[CH:38][CH:37]=2)(=[O:35])=[O:34])[C:27]=1[CH2:28][CH2:29][C:30]([OH:32])=[O:31])=O.N1CCCCC1, predict the reaction product. The product is: [CH3:43][C:25]1[NH:24][C:23](/[CH:21]=[C:14]2\[C:15](=[O:20])[NH:16][C:17]3[C:13]\2=[CH:12][C:11]([S:8]([CH2:7][C:1]2[CH:2]=[CH:3][CH:4]=[CH:5][CH:6]=2)(=[O:10])=[O:9])=[CH:19][CH:18]=3)=[C:27]([CH2:28][CH2:29][C:30]([OH:32])=[O:31])[C:26]=1[S:33]([C:36]1[CH:41]=[CH:40][C:39]([CH3:42])=[CH:38][CH:37]=1)(=[O:35])=[O:34]. (3) Given the reactants C(O)(C(F)(F)F)=O.COC1C=CC(C[NH:15][C:16]2[C:25]([CH2:26][CH:27]([CH3:37])[C:28]([NH:30][CH2:31][CH2:32][C:33]([CH3:36])([CH3:35])[CH3:34])=[O:29])=[CH:24][C:23]3[C:18](=[CH:19][CH:20]=[C:21]([C:38]4[C:43]([CH3:44])=[CH:42][CH:41]=[CH:40][N:39]=4)[CH:22]=3)[N:17]=2)=CC=1, predict the reaction product. The product is: [NH2:15][C:16]1[C:25]([CH2:26][CH:27]([CH3:37])[C:28]([NH:30][CH2:31][CH2:32][C:33]([CH3:36])([CH3:35])[CH3:34])=[O:29])=[CH:24][C:23]2[C:18](=[CH:19][CH:20]=[C:21]([C:38]3[C:43]([CH3:44])=[CH:42][CH:41]=[CH:40][N:39]=3)[CH:22]=2)[N:17]=1. (4) Given the reactants [Cl:1][C:2]1[CH:24]=[CH:23][CH:22]=[CH:21][C:3]=1[C:4]([NH:6][C:7]1[C:16]2[C:11](=[CH:12][CH:13]=[CH:14][CH:15]=2)[C:10]([S:17](Cl)(=[O:19])=[O:18])=[CH:9][CH:8]=1)=[O:5].[N:25]([CH:28]([CH3:30])C)=[C:26]=[O:27], predict the reaction product. The product is: [C:26]([N:25]1[CH2:28][CH2:30][CH:4]([NH:6][S:17]([C:10]2[C:11]3[C:16](=[CH:15][CH:14]=[CH:13][CH:12]=3)[C:7]([NH:6][C:4](=[O:5])[C:3]3[CH:21]=[CH:22][CH:23]=[CH:24][C:2]=3[Cl:1])=[CH:8][CH:9]=2)(=[O:19])=[O:18])[CH2:3][CH2:2]1)(=[O:27])[CH2:8][CH2:7][CH3:16].